From a dataset of Forward reaction prediction with 1.9M reactions from USPTO patents (1976-2016). Predict the product of the given reaction. (1) The product is: [CH3:1][C:16]1[CH:15]=[C:26]([CH3:27])[CH:25]=[CH:24][C:17]=1[O:18][CH2:19][CH2:20][C:21]([OH:23])=[O:22]. Given the reactants [CH3:1]C1C=C(C)C=CC=1OCCC#N.C[C:15]1[CH:16]=[C:17]([CH:24]=[CH:25][C:26]=1[CH3:27])[O:18][CH2:19][CH2:20][C:21]([OH:23])=[O:22], predict the reaction product. (2) Given the reactants [Br:1][C:2]1[CH:9]=[CH:8][C:5]([CH:6]=O)=[C:4](F)[CH:3]=1.[SH:11][CH2:12][C:13]([O:15][CH2:16][CH3:17])=[O:14].CCN(CC)CC.O, predict the reaction product. The product is: [Br:1][C:2]1[CH:9]=[CH:8][C:5]2[CH:6]=[C:12]([C:13]([O:15][CH2:16][CH3:17])=[O:14])[S:11][C:4]=2[CH:3]=1. (3) Given the reactants C1(CO[C:9]2[CH:10]=[CH:11][C:12](C(=O)CCl)=[C:13]3[C:18]=2[NH:17][C:16](=[O:19])[CH:15]=[CH:14]3)C=CC=CC=1.CB1N2CCC[C@@H]2C(C2C=CC=CC=2)(C2C=CC=CC=2)O1, predict the reaction product. The product is: [NH:17]1[C:18]2[C:13](=[CH:12][CH:11]=[CH:10][CH:9]=2)[CH:14]=[CH:15][C:16]1=[O:19]. (4) Given the reactants [Cl:1][C:2]1[N:11]=[C:10]([Cl:12])[C:9]2[C:4](=[CH:5][C:6]([O:15][CH3:16])=[C:7]([O:13][CH3:14])[CH:8]=2)[N:3]=1.F[B-](F)(F)F.[O:22]=[N+:23]=[O:24], predict the reaction product. The product is: [Cl:1][C:2]1[N:11]=[C:10]([Cl:12])[C:9]2[C:4](=[CH:5][C:6]([O:15][CH3:16])=[C:7]([O:13][CH3:14])[C:8]=2[N+:23]([O-:24])=[O:22])[N:3]=1.